Dataset: Catalyst prediction with 721,799 reactions and 888 catalyst types from USPTO. Task: Predict which catalyst facilitates the given reaction. (1) Product: [CH2:1]([N:8]1[C:12]2[CH:13]=[CH:14][CH:15]=[CH:16][C:11]=2[N:10]=[C:9]1[S:17][CH2:18][C:19]([NH:25][NH2:26])=[O:21])[C:2]1[CH:7]=[CH:6][CH:5]=[CH:4][CH:3]=1. Reactant: [CH2:1]([N:8]1[C:12]2[CH:13]=[CH:14][CH:15]=[CH:16][C:11]=2[N:10]=[C:9]1[S:17][CH2:18][C:19]([O:21]CC)=O)[C:2]1[CH:7]=[CH:6][CH:5]=[CH:4][CH:3]=1.O.[NH2:25][NH2:26]. The catalyst class is: 8. (2) Reactant: [NH2:1][C:2]1[CH:3]=[C:4]([O:9][CH2:10][C:11]2[C:16]([F:17])=[C:15]([F:18])[CH:14]=[CH:13][C:12]=2[OH:19])[CH:5]=[CH:6][C:7]=1[F:8].O[CH2:21][CH2:22][N:23]1[CH2:27][CH2:26][O:25][C:24]1=[O:28].C1(P(C2C=CC=CC=2)C2C=CC=CC=2)C=CC=CC=1.N(C(OCC)=O)=NC(OCC)=O. Product: [F:8][C:7]1[CH:6]=[CH:5][C:4]([O:9][CH2:10][C:11]2[C:12]([O:19][CH2:21][CH2:22][N:23]3[CH2:27][CH2:26][O:25][C:24]3=[O:28])=[CH:13][CH:14]=[C:15]([F:18])[C:16]=2[F:17])=[CH:3][C:2]=1[NH2:1]. The catalyst class is: 7.